Task: Regression. Given two drug SMILES strings and cell line genomic features, predict the synergy score measuring deviation from expected non-interaction effect.. Dataset: NCI-60 drug combinations with 297,098 pairs across 59 cell lines Drug 1: CN1C2=C(C=C(C=C2)N(CCCl)CCCl)N=C1CCCC(=O)O.Cl. Drug 2: CCCCCOC(=O)NC1=NC(=O)N(C=C1F)C2C(C(C(O2)C)O)O. Cell line: SF-539. Synergy scores: CSS=4.86, Synergy_ZIP=-0.995, Synergy_Bliss=-0.453, Synergy_Loewe=-1.94, Synergy_HSA=-0.815.